This data is from Forward reaction prediction with 1.9M reactions from USPTO patents (1976-2016). The task is: Predict the product of the given reaction. (1) Given the reactants [OH:1][C:2]1([CH2:13][OH:14])[CH2:5][N:4](C(OC(C)(C)C)=O)[CH2:3]1.[F:15][C:16]([F:21])([F:20])[C:17]([OH:19])=[O:18], predict the reaction product. The product is: [F:15][C:16]([F:21])([F:20])[C:17]([OH:19])=[O:18].[OH:14][CH2:13][C:2]1([OH:1])[CH2:5][NH:4][CH2:3]1. (2) Given the reactants C(NC(C)C)(C)C.[CH3:8][O:9][CH2:10][C:11]([O:17][Si:18]([CH3:21])([CH3:20])[CH3:19])=[CH:12][C:13]([O:15][CH3:16])=[O:14].[CH3:22][Si:23](Cl)([CH3:25])[CH3:24], predict the reaction product. The product is: [CH3:16][O:15][C:13](=[CH:12][C:11](=[CH:10][O:9][CH3:8])[O:17][Si:18]([CH3:21])([CH3:20])[CH3:19])[O:14][Si:23]([CH3:25])([CH3:24])[CH3:22]. (3) Given the reactants C(Cl)(=O)C(Cl)=O.[CH3:7][O:8][CH2:9][C@@H:10]([O:12][C:13]1[CH:14]=[C:15]([CH:19]=[C:20]([O:22][CH2:23][C:24]2[CH:29]=[CH:28][CH:27]=[CH:26][CH:25]=2)[CH:21]=1)[C:16]([OH:18])=O)[CH3:11].[NH2:30][C:31]1[CH:36]=[N:35][C:34]([CH3:37])=[CH:33][N:32]=1.N1C=CC=CC=1, predict the reaction product. The product is: [CH3:11][C@H:10]([O:12][C:13]1[CH:14]=[C:15]([CH:19]=[C:20]([O:22][CH2:23][C:24]2[CH:29]=[CH:28][CH:27]=[CH:26][CH:25]=2)[CH:21]=1)[C:16]([NH:30][C:31]1[CH:36]=[N:35][C:34]([CH3:37])=[CH:33][N:32]=1)=[O:18])[CH2:9][O:8][CH3:7]. (4) Given the reactants [CH3:1][O:2][C:3]([C:5]1[CH:22]=[C:21]2[C:8]([S:9](=[O:24])(=[O:23])[NH:10][C:11]3[C:20]2=[CH:19][CH:18]=[C:17]2[C:12]=3[N:13]=[CH:14][CH:15]=[CH:16]2)=[CH:7][CH:6]=1)=[O:4].C(Cl)(Cl)[Cl:26], predict the reaction product. The product is: [CH3:1][O:2][C:3]([C:5]1[CH:22]=[C:21]2[C:8]([S:9](=[O:24])(=[O:23])[NH:10][C:11]3[C:20]2=[CH:19][C:18]([Cl:26])=[C:17]2[C:12]=3[N:13]=[CH:14][CH:15]=[CH:16]2)=[CH:7][CH:6]=1)=[O:4]. (5) Given the reactants Br[C:2]1[CH:8]=[C:7]([N+:9]([O-:11])=[O:10])[CH:6]=[C:5]([CH3:12])[C:3]=1[NH2:4].[C:13]1(B(O)O)[CH:18]=[CH:17]C=[CH:15][CH:14]=1.[C:22]([O-])([O-])=O.[Na+].[Na+].CCO.O, predict the reaction product. The product is: [CH3:22][C:2]1[C:3]([NH2:4])=[C:5]([C:12]2[CH:17]=[CH:18][CH:13]=[CH:14][CH:15]=2)[CH:6]=[C:7]([N+:9]([O-:11])=[O:10])[CH:8]=1. (6) Given the reactants Br[C:2]1[CH:3]=[C:4]2[C:9](=[CH:10][CH:11]=1)[O:8][C:7]([CH2:12][N:13]1[CH2:18][CH2:17][O:16][CH2:15][CH2:14]1)=[C:6]([C:19]1[CH:24]=[CH:23][CH:22]=[CH:21][CH:20]=1)[C:5]2=[O:25].[H][H], predict the reaction product. The product is: [O:16]1[CH2:17][CH2:18][N:13]([CH2:12][C:7]2[O:8][C:9]3[C:4]([C:5](=[O:25])[C:6]=2[C:19]2[CH:20]=[CH:21][CH:22]=[CH:23][CH:24]=2)=[CH:3][CH:2]=[CH:11][CH:10]=3)[CH2:14][CH2:15]1.